This data is from Forward reaction prediction with 1.9M reactions from USPTO patents (1976-2016). The task is: Predict the product of the given reaction. (1) Given the reactants [Br:1][C:2]1[CH:7]=[C:6]([F:8])[CH:5]=[CH:4][C:3]=1[CH:9]1[C:14]([C:15]([O:17][CH2:18][CH3:19])=[O:16])=[C:13]([CH3:20])[NH:12][C:11]([C:21]2[S:22][CH:23]=[C:24]([CH2:26][C:27]([NH:29][CH:30]([CH3:32])[CH3:31])=[O:28])[N:25]=2)=[N:10]1.C1C(=O)N([Br:40])C(=O)C1, predict the reaction product. The product is: [Br:1][C:2]1[CH:7]=[C:6]([F:8])[CH:5]=[CH:4][C:3]=1[CH:9]1[C:14]([C:15]([O:17][CH2:18][CH3:19])=[O:16])=[C:13]([CH2:20][Br:40])[NH:12][C:11]([C:21]2[S:22][CH:23]=[C:24]([CH2:26][C:27]([NH:29][CH:30]([CH3:31])[CH3:32])=[O:28])[N:25]=2)=[N:10]1. (2) Given the reactants [CH3:1][N:2]1[C:6]([C:7]([OH:9])=O)=[CH:5][CH:4]=[N:3]1.C1N=CN(C(N2C=NC=C2)=O)C=1.[S:22]1[CH:26]=[CH:25][C:24]([CH2:27][C:28]([O:30][CH2:31][CH3:32])=[O:29])=[CH:23]1.[H-].[Na+], predict the reaction product. The product is: [CH3:1][N:2]1[C:6]([C:7](=[O:9])[CH:27]([C:24]2[CH:25]=[CH:26][S:22][CH:23]=2)[C:28]([O:30][CH2:31][CH3:32])=[O:29])=[CH:5][CH:4]=[N:3]1. (3) The product is: [Br:1][C:2]1[CH:3]=[CH:4][C:5]([NH:8][C:9](=[O:20])[C:10]2[CH:15]=[C:14]([NH:16][C:37]([NH:36][C:35]3[C:34]([Cl:39])=[CH:33][CH:32]=[C:23]([CH2:24][NH:25][C:26](=[O:31])[C:27]([CH3:28])([CH3:30])[CH3:29])[C:22]=3[Cl:21])=[S:38])[C:13]([NH:17][CH3:18])=[CH:12][C:11]=2[F:19])=[CH:6][CH:7]=1. Given the reactants [Br:1][C:2]1[CH:7]=[CH:6][C:5]([NH:8][C:9](=[O:20])[C:10]2[CH:15]=[C:14]([NH2:16])[C:13]([NH:17][CH3:18])=[CH:12][C:11]=2[F:19])=[CH:4][CH:3]=1.[Cl:21][C:22]1[C:35]([N:36]=[C:37]=[S:38])=[C:34]([Cl:39])[CH:33]=[CH:32][C:23]=1[CH2:24][NH:25][C:26](=[O:31])[C:27]([CH3:30])([CH3:29])[CH3:28].CN(C=O)C, predict the reaction product. (4) Given the reactants [C:1]1([S:7](Cl)(=[O:9])=[O:8])[CH:6]=[CH:5][CH:4]=[CH:3][CH:2]=1.[F:11][C:12]1[CH:32]=[C:31]([N:33]2[CH2:38][CH2:37][NH:36][CH2:35][CH2:34]2)[CH:30]=[CH:29][C:13]=1[O:14][C:15]1[C:24]2[C:19](=[CH:20][C:21]([O:27][CH3:28])=[C:22]([O:25][CH3:26])[CH:23]=2)[N:18]=[CH:17][CH:16]=1, predict the reaction product. The product is: [F:11][C:12]1[CH:32]=[C:31]([N:33]2[CH2:34][CH2:35][N:36]([S:7]([C:1]3[CH:6]=[CH:5][CH:4]=[CH:3][CH:2]=3)(=[O:9])=[O:8])[CH2:37][CH2:38]2)[CH:30]=[CH:29][C:13]=1[O:14][C:15]1[C:24]2[C:19](=[CH:20][C:21]([O:27][CH3:28])=[C:22]([O:25][CH3:26])[CH:23]=2)[N:18]=[CH:17][CH:16]=1. (5) Given the reactants [CH3:1][C:2]1[O:6][C:5]([C:7]([O:9][CH2:10][CH3:11])=[O:8])=[N:4][CH:3]=1.C1C(=O)N([Br:19])C(=O)C1.C(OOC(=O)C1C=CC=CC=1)(=O)C1C=CC=CC=1, predict the reaction product. The product is: [Br:19][CH2:1][C:2]1[O:6][C:5]([C:7]([O:9][CH2:10][CH3:11])=[O:8])=[N:4][CH:3]=1. (6) The product is: [N:16]1([C:20]([C:22]2[N:23]=[CH:24][C:25]([NH:14][C:9]3[N:8]=[C:7]([C:6]4[N:2]([CH3:1])[C:3]([CH3:15])=[N:4][CH:5]=4)[C:12]([F:13])=[CH:11][N:10]=3)=[CH:26][CH:27]=2)=[O:21])[CH2:19][CH2:18][CH2:17]1. Given the reactants [CH3:1][N:2]1[C:6]([C:7]2[C:12]([F:13])=[CH:11][N:10]=[C:9]([NH2:14])[N:8]=2)=[CH:5][N:4]=[C:3]1[CH3:15].[N:16]1([C:20]([C:22]2[CH:27]=[CH:26][C:25](Br)=[CH:24][N:23]=2)=[O:21])[CH2:19][CH2:18][CH2:17]1, predict the reaction product. (7) Given the reactants [C:1]([O:4][CH2:5][CH:6]1[N:11]([C:12]([O:14][C:15]([CH3:18])([CH3:17])[CH3:16])=[O:13])[CH2:10][CH:9]2[C:19]3[CH:25]=[C:24](Br)[CH:23]=[C:22]([Cl:27])[C:20]=3[O:21][CH:8]2[CH2:7]1)(=[O:3])[CH3:2].[C:28]1([S:34]([O-:36])=[O:35])[CH:33]=[CH:32][CH:31]=[CH:30][CH:29]=1.[Na+], predict the reaction product. The product is: [C:1]([O:4][CH2:5][CH:6]1[N:11]([C:12]([O:14][C:15]([CH3:18])([CH3:17])[CH3:16])=[O:13])[CH2:10][C:9]2[C:19]3[CH:25]=[C:24]([S:34]([C:28]4[CH:33]=[CH:32][CH:31]=[CH:30][CH:29]=4)(=[O:36])=[O:35])[CH:23]=[C:22]([Cl:27])[C:20]=3[O:21][C:8]=2[CH2:7]1)(=[O:3])[CH3:2]. (8) Given the reactants [Na].[SH:2][C:3]1[CH:8]=[CH:7][CH:6]=[CH:5][N+:4]=1[O-:9].S(S([O-])=O)([O-])(=O)=O.[Na+].[Na+].S([O-])([O-])(=O)=O.[Zn+2:24].[CH:25]1[CH:31]=[CH:30][N:29]([O-:32])[C:27](=[S:28])[CH:26]=1.[Na+], predict the reaction product. The product is: [CH:7]1[CH:6]=[CH:5][N:4]([O-:9])[C:3](=[S:2])[CH:8]=1.[CH:25]1[CH:31]=[CH:30][N:29]([O-:32])[C:27](=[S:28])[CH:26]=1.[Zn+2:24].